This data is from Forward reaction prediction with 1.9M reactions from USPTO patents (1976-2016). The task is: Predict the product of the given reaction. (1) Given the reactants [F:1][C:2]1[C:7]([C:8]([C:10]2[CH:11]=[C:12]3[C:17](=[CH:18][CH:19]=2)[N:16]=[CH:15][N:14]=[CH:13]3)=[O:9])=[C:6]([F:20])[C:5]([F:21])=[CH:4][C:3]=1[NH:22]C(=O)C(C)(C)C.Cl.[OH-].[Na+], predict the reaction product. The product is: [NH2:22][C:3]1[C:2]([F:1])=[C:7]([C:8]([C:10]2[CH:11]=[C:12]3[C:17](=[CH:18][CH:19]=2)[N:16]=[CH:15][N:14]=[CH:13]3)=[O:9])[C:6]([F:20])=[C:5]([F:21])[CH:4]=1. (2) Given the reactants [Cl:1][C:2]1[C:7]([C:8]2[N:9]=[C:10]([N:20]3[CH2:25][CH2:24][O:23][CH2:22][CH2:21]3)[S:11][C:12]=2[C:13]2[CH:18]=[CH:17][N:16]=[C:15]([Cl:19])[N:14]=2)=[CH:6][CH:5]=[CH:4][C:3]=1[NH2:26].[O:27]1[CH:31]=[CH:30][CH:29]=[C:28]1[S:32](Cl)(=[O:34])=[O:33], predict the reaction product. The product is: [Cl:1][C:2]1[C:7]([C:8]2[N:9]=[C:10]([N:20]3[CH2:25][CH2:24][O:23][CH2:22][CH2:21]3)[S:11][C:12]=2[C:13]2[CH:18]=[CH:17][N:16]=[C:15]([Cl:19])[N:14]=2)=[CH:6][CH:5]=[CH:4][C:3]=1[NH:26][S:32]([C:28]1[O:27][CH:31]=[CH:30][CH:29]=1)(=[O:34])=[O:33].